From a dataset of Catalyst prediction with 721,799 reactions and 888 catalyst types from USPTO. Predict which catalyst facilitates the given reaction. Reactant: [Cl:1][C:2]1[CH:3]=[C:4]([CH:6]=[CH:7][C:8]=1[O:9][CH2:10][C:11]1[CH:16]=[CH:15][CH:14]=[CH:13][N:12]=1)[NH2:5].Cl[C:18]1[C:27]2[C:22](=[CH:23][C:24]([O:31][CH3:32])=[C:25]([N+:28]([O-:30])=[O:29])[CH:26]=2)[N:21]=[CH:20][N:19]=1. The catalyst class is: 32. Product: [Cl:1][C:2]1[CH:3]=[C:4]([NH:5][C:18]2[C:27]3[C:22](=[CH:23][C:24]([O:31][CH3:32])=[C:25]([N+:28]([O-:30])=[O:29])[CH:26]=3)[N:21]=[CH:20][N:19]=2)[CH:6]=[CH:7][C:8]=1[O:9][CH2:10][C:11]1[CH:16]=[CH:15][CH:14]=[CH:13][N:12]=1.